This data is from Catalyst prediction with 721,799 reactions and 888 catalyst types from USPTO. The task is: Predict which catalyst facilitates the given reaction. (1) Reactant: Br[CH2:2][C:3]#[C:4][C:5]1[CH:10]=[CH:9][C:8]([C:11]([F:14])([F:13])[F:12])=[CH:7][CH:6]=1.[NH2:15][C:16]1[CH:32]=[CH:31][CH:30]=[CH:29][C:17]=1[O:18][C:19]1[CH:20]=[C:21]([CH:26]=[CH:27][CH:28]=1)[C:22]([O:24][CH3:25])=[O:23].C(=O)([O-])[O-].[Cs+].[Cs+].O. Product: [F:12][C:11]([F:14])([F:13])[C:8]1[CH:9]=[CH:10][C:5]([C:4]#[C:3][CH2:2][NH:15][C:16]2[CH:32]=[CH:31][CH:30]=[CH:29][C:17]=2[O:18][C:19]2[CH:20]=[C:21]([CH:26]=[CH:27][CH:28]=2)[C:22]([OH:24])=[O:23])=[CH:6][CH:7]=1.[F:12][C:11]([F:14])([F:13])[C:8]1[CH:9]=[CH:10][C:5]([C:4]#[C:3][CH2:2][NH:15][C:16]2[CH:32]=[CH:31][CH:30]=[CH:29][C:17]=2[O:18][C:19]2[CH:20]=[C:21]([CH:26]=[CH:27][CH:28]=2)[C:22]([O:24][CH3:25])=[O:23])=[CH:6][CH:7]=1. The catalyst class is: 9. (2) Reactant: [NH2:1][C:2]1[C:7]([O:8][CH2:9][C:10]2[CH:15]=[CH:14][CH:13]=[CH:12][CH:11]=2)=[CH:6][CH:5]=[CH:4][N:3]=1.[CH:16]1([N+:22]#[C-:23])[CH2:21][CH2:20][CH2:19][CH2:18][CH2:17]1.[CH3:24][O:25][C:26]1[CH:27]=[C:28]([CH:31]=[C:32]([O:34][CH3:35])[CH:33]=1)[CH:29]=O. Product: [CH2:9]([O:8][C:7]1[C:2]2[N:3]([C:23]([NH:22][CH:16]3[CH2:21][CH2:20][CH2:19][CH2:18][CH2:17]3)=[C:29]([C:28]3[CH:31]=[C:32]([O:34][CH3:35])[CH:33]=[C:26]([O:25][CH3:24])[CH:27]=3)[N:1]=2)[CH:4]=[CH:5][CH:6]=1)[C:10]1[CH:11]=[CH:12][CH:13]=[CH:14][CH:15]=1. The catalyst class is: 519. (3) Reactant: Cl[C:2]1[C:11]2=[N:12][N:13](CC3C=CC(OC)=CC=3)[CH:14]=[C:10]2[C:9]2[CH:8]=[C:7]([OH:24])[CH:6]=[CH:5][C:4]=2[N:3]=1.[NH2:25][C:26]1[CH:27]=[C:28]([CH:32]=[CH:33][CH:34]=1)[C:29]([OH:31])=[O:30].Cl. Product: [OH:24][C:7]1[CH:6]=[CH:5][C:4]2[N:3]=[C:2]([NH:25][C:26]3[CH:27]=[C:28]([CH:32]=[CH:33][CH:34]=3)[C:29]([OH:31])=[O:30])[C:11]3=[N:12][NH:13][CH:14]=[C:10]3[C:9]=2[CH:8]=1. The catalyst class is: 71. (4) Reactant: [NH2:1][C:2]1[CH:6]=[C:5]([C:7]2[CH:12]=[CH:11][N:10]=[CH:9][CH:8]=2)[S:4][C:3]=1[C:13]([NH2:15])=[O:14].[CH3:16][C:17](=O)[CH2:18][CH2:19][CH2:20][CH3:21].O.C1(C)C=CC(S(O)(=O)=O)=CC=1.C(=O)([O-])O.[Na+]. Product: [CH2:18]([C:17]1([CH3:16])[NH:1][C:2]2[CH:6]=[C:5]([C:7]3[CH:8]=[CH:9][N:10]=[CH:11][CH:12]=3)[S:4][C:3]=2[C:13](=[O:14])[NH:15]1)[CH2:19][CH2:20][CH3:21]. The catalyst class is: 15.